Dataset: Forward reaction prediction with 1.9M reactions from USPTO patents (1976-2016). Task: Predict the product of the given reaction. (1) Given the reactants [Cl:1][C:2]1[CH:7]=[CH:6][C:5]([C:8]2[N:12]([CH2:13][C@H:14]([OH:19])[C:15]([F:18])([F:17])[F:16])[C:11](=[O:20])[N:10]([CH2:21][C:22]([NH:24][C@@H:25]([C:36]#[N:37])[C:26]3[CH:31]=[CH:30][CH:29]=[C:28]([C:32]([F:35])([F:34])[F:33])[CH:27]=3)=[O:23])[N:9]=2)=[CH:4][CH:3]=1.C([Sn](=O)CCCC)CCC.C[Si]([N:52]=[N+:53]=[N-:54])(C)C.CO, predict the reaction product. The product is: [Cl:1][C:2]1[CH:7]=[CH:6][C:5]([C:8]2[N:12]([CH2:13][C@H:14]([OH:19])[C:15]([F:16])([F:17])[F:18])[C:11](=[O:20])[N:10]([CH2:21][C:22]([NH:24][CH:25]([C:36]3[NH:54][N:53]=[N:52][N:37]=3)[C:26]3[CH:31]=[CH:30][CH:29]=[C:28]([C:32]([F:33])([F:34])[F:35])[CH:27]=3)=[O:23])[N:9]=2)=[CH:4][CH:3]=1. (2) The product is: [Br:1][C:2]1[CH:3]=[C:4]2[C:9](=[CH:10][CH:11]=1)[CH:8]=[C:7]([CH2:12][C:14]1[C:23]3[C:18](=[CH:19][C:20]([O:26][CH3:27])=[C:21]([O:24][CH3:25])[CH:22]=3)[N:17]=[CH:16][CH:15]=1)[CH:6]=[CH:5]2. Given the reactants [Br:1][C:2]1[CH:3]=[C:4]2[C:9](=[CH:10][CH:11]=1)[CH:8]=[C:7]([CH:12]([C:14]1[C:23]3[C:18](=[CH:19][C:20]([O:26][CH3:27])=[C:21]([O:24][CH3:25])[CH:22]=3)[N:17]=[CH:16][CH:15]=1)O)[CH:6]=[CH:5]2, predict the reaction product.